Dataset: Reaction yield outcomes from USPTO patents with 853,638 reactions. Task: Predict the reaction yield, written as a fraction of the theoretical maximum amount of product (1.0 means a 100% yield; for example, 0.34 means a 34% yield). The reactants are [N+:1]([CH2:4][CH2:5][C:6]1[CH:11]=[CH:10][CH:9]=[CH:8][CH:7]=1)([O-:3])=[O:2].C[O:13][CH:14](OC)[CH2:15][CH2:16][CH2:17][CH:18]=O. The catalyst is CCOC(C)=O.CCCCCC. The product is [N+:1](/[C:4](/[CH2:5][C:6]1[CH:11]=[CH:10][CH:9]=[CH:8][CH:7]=1)=[CH:18]/[CH2:17][CH2:16][CH2:15][CH:14]=[O:13])([O-:3])=[O:2]. The yield is 0.400.